This data is from Forward reaction prediction with 1.9M reactions from USPTO patents (1976-2016). The task is: Predict the product of the given reaction. (1) Given the reactants [C:1]([C:3]1[CH:11]=[CH:10][C:6]([C:7]([OH:9])=[O:8])=[CH:5][N:4]=1)#[N:2].[NH2:12][OH:13], predict the reaction product. The product is: [OH:13][N:12]=[C:1]([C:3]1[CH:11]=[CH:10][C:6]([C:7]([OH:9])=[O:8])=[CH:5][N:4]=1)[NH2:2]. (2) Given the reactants [Cl:1][C:2]1[S:6][C:5]([S:7]([N:10]2[CH:15]3[CH2:16][CH2:17][CH2:18][CH:11]2[CH2:12][C:13](=[O:19])[CH2:14]3)(=[O:9])=[O:8])=[CH:4][CH:3]=1.[CH:20](OCC)=[O:21].[O-]CC.[Na+], predict the reaction product. The product is: [Cl:1][C:2]1[S:6][C:5]([S:7]([N:10]2[CH:11]3[CH2:18][CH2:17][CH2:16][CH:15]2[C:14](=[CH:20][OH:21])[C:13](=[O:19])[CH2:12]3)(=[O:8])=[O:9])=[CH:4][CH:3]=1. (3) Given the reactants Cl[C:2]1[CH:10]=[CH:9][C:5]([C:6]([NH2:8])=[O:7])=[CH:4][N:3]=1.[CH3:11][C:12]1[CH:17]=[CH:16][N+:15]([O-])=[CH:14][CH:13]=1.Br.C(O)(=[O:22])C.[OH-].[Na+], predict the reaction product. The product is: [CH3:11][C:12]1[CH:17]=[CH:16][N:15]=[C:14]([N:3]2[C:2](=[O:22])[CH:10]=[CH:9][C:5]([C:6]([NH2:8])=[O:7])=[CH:4]2)[CH:13]=1. (4) Given the reactants [S:1]1[CH:5]=[CH:4][CH:3]=[C:2]1[C:6]1[CH:7]=[C:8]2[C:12](=[CH:13][CH:14]=1)[NH:11][CH2:10][CH2:9]2.I[C:16]1[CH:28]=[CH:27][C:26]2[C:25]3[C:20](=[CH:21][CH:22]=[CH:23][CH:24]=3)[C:19]([CH3:30])([CH3:29])[C:18]=2[CH:17]=1.C(=O)([O-])[O-].[K+].[K+], predict the reaction product. The product is: [CH3:29][C:19]1([CH3:30])[C:20]2[CH:21]=[C:22]([N:11]3[C:12]4[C:8](=[CH:7][C:6]([C:2]5[S:1][CH:5]=[CH:4][CH:3]=5)=[CH:14][CH:13]=4)[CH2:9][CH2:10]3)[CH:23]=[CH:24][C:25]=2[C:26]2[C:18]1=[CH:17][CH:16]=[CH:28][CH:27]=2. (5) The product is: [CH3:28][C:29]1([CH3:44])[CH2:34][N:33]([CH3:35])[CH2:32][CH2:31][N:30]1[CH2:36][C:37]1[N:42]=[CH:41][C:40]([NH:43][C:4]([C:6]2[C:7]3[N:8]=[CH:9][CH:10]=[N:11][C:12]=3[C:13]([C:16]3[C:17]([F:27])=[C:18]([O:25][CH3:26])[CH:19]=[C:20]([O:23][CH3:24])[C:21]=3[F:22])=[CH:14][CH:15]=2)=[O:5])=[CH:39][CH:38]=1. Given the reactants C(O[C:4]([C:6]1[C:7]2[N:8]=[CH:9][CH:10]=[N:11][C:12]=2[C:13]([C:16]2[C:21]([F:22])=[C:20]([O:23][CH3:24])[CH:19]=[C:18]([O:25][CH3:26])[C:17]=2[F:27])=[CH:14][CH:15]=1)=[O:5])C.[CH3:28][C:29]1([CH3:44])[CH2:34][N:33]([CH3:35])[CH2:32][CH2:31][N:30]1[CH2:36][C:37]1[N:42]=[CH:41][C:40]([NH2:43])=[CH:39][CH:38]=1.C[Al](C)C.C([O-])(O)=O.[Na+], predict the reaction product. (6) The product is: [ClH:16].[CH:1]1([CH2:5][CH2:6][NH:7][C:8]([C:10]2[N:11]=[N:12][C:13]([N:17]3[CH2:18][CH2:19][CH:20]([NH:23][C:24]4[CH:29]=[CH:28][CH:27]=[CH:26][C:25]=4[C:30]([F:31])([F:32])[F:33])[CH2:21][CH2:22]3)=[CH:14][CH:15]=2)=[O:9])[CH2:4][CH2:3][CH2:2]1. Given the reactants [CH:1]1([CH2:5][CH2:6][NH:7][C:8]([C:10]2[N:11]=[N:12][C:13]([Cl:16])=[CH:14][CH:15]=2)=[O:9])[CH2:4][CH2:3][CH2:2]1.[NH:17]1[CH2:22][CH2:21][CH:20]([NH:23][C:24]2[CH:29]=[CH:28][CH:27]=[CH:26][C:25]=2[C:30]([F:33])([F:32])[F:31])[CH2:19][CH2:18]1, predict the reaction product. (7) Given the reactants C(OC(=O)[NH:7][C:8]1[CH:13]=[CH:12][C:11]([CH2:14][NH:15][C:16]([C:18]2[C:19]3[CH:20]=[N:21][N:22]([C:27]4[CH:32]=[CH:31][C:30]([F:33])=[CH:29][CH:28]=4)[C:23]=3[CH:24]=[CH:25][CH:26]=2)=[O:17])=[CH:10][N:9]=1)(C)(C)C.C(OC(=O)NC1C=CC(CN)=CN=1)(C)(C)C.Cl.O1CCOCC1, predict the reaction product. The product is: [NH2:7][C:8]1[N:9]=[CH:10][C:11]([CH2:14][NH:15][C:16]([C:18]2[C:19]3[CH:20]=[N:21][N:22]([C:27]4[CH:28]=[CH:29][C:30]([F:33])=[CH:31][CH:32]=4)[C:23]=3[CH:24]=[CH:25][CH:26]=2)=[O:17])=[CH:12][CH:13]=1. (8) Given the reactants [Cl:1][C:2]1[N:11]=[CH:10][C:9]2[NH:8][C:7](=[O:12])[CH2:6][N:5]([CH:13]([CH3:15])[CH3:14])[C:4]=2[N:3]=1.I[CH3:17].[H-].[Na+], predict the reaction product. The product is: [Cl:1][C:2]1[N:11]=[CH:10][C:9]2[N:8]([CH3:17])[C:7](=[O:12])[CH2:6][N:5]([CH:13]([CH3:15])[CH3:14])[C:4]=2[N:3]=1. (9) Given the reactants [Br:1][C:2]1[CH:3]=[C:4]([C:11]([O:13][CH2:14][CH3:15])=[O:12])[C:5]2[CH:10]=[N:9][NH:8][C:6]=2[N:7]=1.C([O-])([O-])=O.[K+].[K+].Br[CH:23]1[CH2:28][CH2:27][O:26][CH2:25][CH2:24]1, predict the reaction product. The product is: [Br:1][C:2]1[CH:3]=[C:4]([C:11]([O:13][CH2:14][CH3:15])=[O:12])[C:5]2[CH:10]=[N:9][N:8]([CH:23]3[CH2:28][CH2:27][O:26][CH2:25][CH2:24]3)[C:6]=2[N:7]=1.